Dataset: Full USPTO retrosynthesis dataset with 1.9M reactions from patents (1976-2016). Task: Predict the reactants needed to synthesize the given product. (1) Given the product [O:8]1[CH:11]=[N:10][N:9]=[C:1]1[C:2]1[CH:7]=[CH:6][N:5]=[CH:4][CH:3]=1, predict the reactants needed to synthesize it. The reactants are: [C:1]([NH:9][NH2:10])(=[O:8])[C:2]1[CH:7]=[CH:6][N:5]=[CH:4][CH:3]=1.[CH2:11](C(CC)(CC)C([O-])([O-])[O-])C. (2) Given the product [C:15]([C:11]1[CH:12]=[CH:13][C:14]2[N:9]([C:8]([S:17][C:18]3[CH:19]=[CH:20][C:21]([S:24]([N:27]4[CH2:32][CH2:31][NH:30][CH2:29][CH2:28]4)(=[O:25])=[O:26])=[CH:22][CH:23]=3)=[C:7]([CH3:33])[C:6]=2[CH2:5][C:4]([OH:34])=[O:3])[CH:10]=1)#[N:16], predict the reactants needed to synthesize it. The reactants are: C([O:3][C:4](=[O:34])[CH2:5][C:6]1[C:7]([CH3:33])=[C:8]([S:17][C:18]2[CH:23]=[CH:22][C:21]([S:24]([N:27]3[CH2:32][CH2:31][NH:30][CH2:29][CH2:28]3)(=[O:26])=[O:25])=[CH:20][CH:19]=2)[N:9]2[C:14]=1[CH:13]=[CH:12][C:11]([C:15]#[N:16])=[CH:10]2)C.[OH-].[Li+]. (3) Given the product [CH3:33][C:32]([CH3:35])([CH3:34])[C@@H:24]([NH:23][C:11]([C:10]1[C:4]2[C:5](=[N:6][CH:7]=[C:2]([Br:1])[N:3]=2)[N:8]([CH2:14][O:15][CH2:16][CH2:17][Si:18]([CH3:21])([CH3:20])[CH3:19])[CH:9]=1)=[O:13])[C:25]([N:27]1[CH2:31][CH2:30][CH2:29][CH2:28]1)=[O:26], predict the reactants needed to synthesize it. The reactants are: [Br:1][C:2]1[N:3]=[C:4]2[C:10]([C:11]([OH:13])=O)=[CH:9][N:8]([CH2:14][O:15][CH2:16][CH2:17][Si:18]([CH3:21])([CH3:20])[CH3:19])[C:5]2=[N:6][CH:7]=1.Cl.[NH2:23][C@H:24]([C:32]([CH3:35])([CH3:34])[CH3:33])[C:25]([N:27]1[CH2:31][CH2:30][CH2:29][CH2:28]1)=[O:26].C(Cl)CCl.C1C=CC2N(O)N=NC=2C=1.CCN(C(C)C)C(C)C. (4) Given the product [Cl:16][C:17]1[CH:22]=[CH:21][CH:20]=[CH:19][C:18]=1[C@@H:23]([N:27]1[CH2:32][CH2:31][C:30]2[S:33][CH:34]=[CH:35][C:29]=2[CH2:28]1)[C:24]([NH2:26])=[O:25], predict the reactants needed to synthesize it. The reactants are: [C@@]12(CS(O)(=O)=O)C(C)(C)C(CC1)CC2=O.[Cl:16][C:17]1[CH:22]=[CH:21][CH:20]=[CH:19][C:18]=1[CH:23]([N:27]1[CH2:32][CH2:31][C:30]2[S:33][CH:34]=[CH:35][C:29]=2[CH2:28]1)[C:24]([NH2:26])=[O:25].C(OCC)(=O)C.